Dataset: Reaction yield outcomes from USPTO patents with 853,638 reactions. Task: Predict the reaction yield, written as a fraction of the theoretical maximum amount of product (1.0 means a 100% yield; for example, 0.34 means a 34% yield). (1) The product is [NH2:9][C:10]1([C:23]([NH:24][C@H:25]([C:29]2[CH:34]=[CH:33][C:32]([Cl:35])=[CH:31][CH:30]=2)[CH2:26][CH2:27][OH:28])=[O:36])[CH2:15][CH2:14][NH:13][CH2:12][CH2:11]1. The catalyst is O1CCOCC1.CO. The reactants are Cl.C(OC([NH:9][C:10]1([C:23](=[O:36])[NH:24][C@H:25]([C:29]2[CH:34]=[CH:33][C:32]([Cl:35])=[CH:31][CH:30]=2)[CH2:26][CH2:27][OH:28])[CH2:15][CH2:14][N:13](C(OC(C)(C)C)=O)[CH2:12][CH2:11]1)=O)(C)(C)C. The yield is 1.08. (2) The reactants are [F:1][C:2]1[CH:7]=[CH:6][C:5]([C:8]2[NH:12][N:11]=[CH:10][C:9]=2[C:13]2[S:14][CH:15]=[C:16]([CH2:18][C:19]([OH:21])=O)[N:17]=2)=[CH:4][CH:3]=1.CCN=C=N[CH2:27][CH2:28][CH2:29][N:30](C)C.C1C=CC2N(O)N=NC=2C=1.[O:43]1[CH2:48]CC(CCN)[CH2:45][CH2:44]1. The catalyst is CN(C=O)C.O. The product is [F:1][C:2]1[CH:3]=[CH:4][C:5]([C:8]2[NH:12][N:11]=[CH:10][C:9]=2[C:13]2[S:14][CH:15]=[C:16]([CH2:18][C:19]([NH:30][CH2:29][CH:28]3[CH2:27][CH2:48][O:43][CH2:44][CH2:45]3)=[O:21])[N:17]=2)=[CH:6][CH:7]=1. The yield is 0.730. (3) The reactants are [CH3:1][C:2]1[N:3]=[C:4]([C:13]2[CH:18]=[CH:17][CH:16]=[CH:15][CH:14]=2)[O:5][C:6]=1[CH2:7][C:8](OCC)=[O:9].[Li+].[BH4-].Cl. The catalyst is C1COCC1. The product is [CH3:1][C:2]1[N:3]=[C:4]([C:13]2[CH:18]=[CH:17][CH:16]=[CH:15][CH:14]=2)[O:5][C:6]=1[CH2:7][CH2:8][OH:9]. The yield is 0.250. (4) The reactants are [Br:1][C:2]1[CH:3]=[C:4]([C:11]2[C:15]([CH:16]=[C:17]3[S:21][C:20](=[O:22])[NH:19][C:18]3=[O:23])=[CH:14][N:13]([C:24]3[CH:29]=[CH:28][CH:27]=[CH:26][CH:25]=3)[N:12]=2)[CH:5]=[CH:6][C:7]=1[O:8][CH2:9][CH3:10].[H-].[Na+].I[CH3:33].O. The catalyst is CN(C)C=O. The product is [Br:1][C:2]1[CH:3]=[C:4]([C:11]2[C:15]([CH:16]=[C:17]3[S:21][C:20](=[O:22])[N:19]([CH3:33])[C:18]3=[O:23])=[CH:14][N:13]([C:24]3[CH:25]=[CH:26][CH:27]=[CH:28][CH:29]=3)[N:12]=2)[CH:5]=[CH:6][C:7]=1[O:8][CH2:9][CH3:10]. The yield is 0.467. (5) The reactants are [C:1](Cl)(=[O:11])[CH2:2][CH2:3][CH2:4][CH2:5][CH2:6][CH2:7][CH2:8][CH2:9][CH3:10].[CH2:13]([O:20][C:21]1[CH:22]=[C:23]([CH:37]=[CH:38][C:39]=1[N+:40]([O-:42])=[O:41])[C:24]([NH:26][C:27]1[CH:32]=[CH:31][CH:30]=[CH:29][C:28]=1[S:33](=[O:36])(=[O:35])[NH2:34])=[O:25])[C:14]1[CH:19]=[CH:18][CH:17]=[CH:16][CH:15]=1. The catalyst is CN(C)C1C=CN=CC=1.O1CCCC1. The product is [CH2:13]([O:20][C:21]1[CH:22]=[C:23]([CH:37]=[CH:38][C:39]=1[N+:40]([O-:42])=[O:41])[C:24]([NH:26][C:27]1[CH:32]=[CH:31][CH:30]=[CH:29][C:28]=1[S:33]([NH:34][C:1](=[O:11])[CH2:2][CH2:3][CH2:4][CH2:5][CH2:6][CH2:7][CH2:8][CH2:9][CH3:10])(=[O:36])=[O:35])=[O:25])[C:14]1[CH:15]=[CH:16][CH:17]=[CH:18][CH:19]=1. The yield is 0.830. (6) The reactants are [I:1][C:2]1[CH:11]=[C:10]2[C:5]([C:6](=O)[CH:7]=[CH:8][NH:9]2)=[CH:4][C:3]=1[CH3:13].[Cl-:14].[P+]=O.[OH-].[NH4+]. The catalyst is CN(C)C=O. The product is [Cl:14][C:6]1[C:5]2[C:10](=[CH:11][C:2]([I:1])=[C:3]([CH3:13])[CH:4]=2)[N:9]=[CH:8][CH:7]=1. The yield is 0.980. (7) The reactants are [F:1][C:2]1[CH:17]=[C:16]([N+:18]([O-])=O)[CH:15]=[CH:14][C:3]=1[O:4][C:5]1[CH:10]=[CH:9][N:8]=[C:7]2[CH:11]=[CH:12][NH:13][C:6]=12. The catalyst is CC(O)=O.[Fe]. The product is [NH:13]1[C:6]2[C:7](=[N:8][CH:9]=[CH:10][C:5]=2[O:4][C:3]2[CH:14]=[CH:15][C:16]([NH2:18])=[CH:17][C:2]=2[F:1])[CH:11]=[CH:12]1. The yield is 0.990.